From a dataset of Retrosynthesis with 50K atom-mapped reactions and 10 reaction types from USPTO. Predict the reactants needed to synthesize the given product. (1) Given the product O=C(C=Cc1ccccn1)Nc1cc(-c2ccco2)on1, predict the reactants needed to synthesize it. The reactants are: Nc1cc(-c2ccco2)on1.O=C(O)C=Cc1ccccn1. (2) Given the product CN(Cc1cn2c(N3CC[C@@H](N)C3)cccc2n1)[C@H]1CCCc2cccnc21, predict the reactants needed to synthesize it. The reactants are: CN(Cc1cn2c(N3CC[C@@H](NC(=O)OC(C)(C)C)C3)cccc2n1)[C@H]1CCCc2cccnc21. (3) Given the product NC(CO)(CO)CCc1ccc(-c2nc3ccc(C4(c5ccccc5)CC4)nc3s2)c(F)c1, predict the reactants needed to synthesize it. The reactants are: CC(=O)NC(CO)(CO)CCc1ccc(-c2nc3ccc(C4(c5ccccc5)CC4)nc3s2)c(F)c1. (4) Given the product CN1CCN(C(=O)N2CC=C(c3cc4c(Nc5ccc6c(cnn6C)c5)ncnc4[nH]3)CC2)CC1, predict the reactants needed to synthesize it. The reactants are: CN1CCN(C(=O)Cl)CC1.Cn1ncc2cc(Nc3ncnc4[nH]c(C5=CCNCC5)cc34)ccc21. (5) Given the product CC(N)C(=O)Nc1cc(-c2ccccc2)n[nH]1, predict the reactants needed to synthesize it. The reactants are: CC(NC(=O)OC(C)(C)C)C(=O)Nc1cc(-c2ccccc2)n[nH]1. (6) Given the product COc1ccc(Cn2nc(N(C)C(=O)OC(C)(C)C)cc2NC(=O)Cc2ccc(Oc3ccnc4cc(OC)c(OC)cc34)cc2)cc1OC, predict the reactants needed to synthesize it. The reactants are: COc1cc2nccc(Oc3ccc(CC(=O)O)cc3)c2cc1OC.COc1ccc(Cn2nc(N(C)C(=O)OC(C)(C)C)cc2N)cc1OC. (7) Given the product O=C1COC[C@H]([C@@H](OC(=O)c2ccc([N+](=O)[O-])cc2)c2ccccc2)N1, predict the reactants needed to synthesize it. The reactants are: O=C(O)c1ccc([N+](=O)[O-])cc1.O=C1COC[C@H]([C@H](O)c2ccccc2)N1. (8) Given the product O=C(Nc1ccc(C(=O)N2Cc3cccn3Cc3ccccc32)c(Cl)c1)c1ccccc1-c1ccccc1, predict the reactants needed to synthesize it. The reactants are: O=C(Cl)c1ccc(NC(=O)c2ccccc2-c2ccccc2)cc1Cl.c1ccc2c(c1)Cn1cccc1CN2. (9) Given the product COC(=O)Nc1ccc(-c2noc(-c3ccccn3)n2)cc1, predict the reactants needed to synthesize it. The reactants are: COC(=O)Cl.Nc1ccc(-c2noc(-c3ccccn3)n2)cc1.